Task: Predict which catalyst facilitates the given reaction.. Dataset: Catalyst prediction with 721,799 reactions and 888 catalyst types from USPTO (1) Reactant: [CH:1]1([N:4]([CH:14]2[CH2:19][CH2:18][NH:17][CH2:16][CH2:15]2)[S:5]([C:8]2[CH:13]=[CH:12][CH:11]=[CH:10][CH:9]=2)(=[O:7])=[O:6])[CH2:3][CH2:2]1.Cl[CH2:21][CH2:22][CH2:23][C:24]([C:26]1[CH:31]=[CH:30][C:29]([F:32])=[CH:28][CH:27]=1)=[O:25]. Product: [CH:1]1([N:4]([CH:14]2[CH2:19][CH2:18][N:17]([CH2:21][CH2:22][CH2:23][C:24]([C:26]3[CH:27]=[CH:28][C:29]([F:32])=[CH:30][CH:31]=3)=[O:25])[CH2:16][CH2:15]2)[S:5]([C:8]2[CH:13]=[CH:12][CH:11]=[CH:10][CH:9]=2)(=[O:6])=[O:7])[CH2:3][CH2:2]1. The catalyst class is: 3. (2) Reactant: [CH2:1]([OH:4])[CH2:2][OH:3].[O:5]1[CH2:9][CH2:8][CH2:7][CH2:6]1.N1C=C[CH:13]=[CH:12][CH:11]=1.[C:16](Cl)(=[O:23])[C:17]1[CH:22]=[CH:21][CH:20]=[CH:19][CH:18]=1. Product: [C:9]([O:3][CH2:2][CH2:1][O:4][C:16](=[O:23])[C:17]1[CH:22]=[CH:21][CH:20]=[CH:19][CH:18]=1)(=[O:5])[C:8]1[CH:13]=[CH:12][CH:11]=[CH:6][CH:7]=1. The catalyst class is: 6. (3) Reactant: [Br:1][C:2]1[CH:3]=[C:4]([OH:10])[C:5](=[CH:8][CH:9]=1)[CH:6]=[O:7].C(=O)([O-])[O-].[K+].[K+].[CH2:17](Br)[CH:18]=[CH2:19]. Product: [CH2:19]([O:10][C:4]1[CH:3]=[C:2]([Br:1])[CH:9]=[CH:8][C:5]=1[CH:6]=[O:7])[CH:18]=[CH2:17]. The catalyst class is: 35. (4) Reactant: [CH2:1]([N:3]([CH2:17][CH3:18])[CH2:4][CH2:5][CH2:6][O:7][C:8]1[CH:13]=[CH:12][C:11]([N+:14]([O-])=O)=[CH:10][CH:9]=1)[CH3:2].O.NN. Product: [CH2:17]([N:3]([CH2:1][CH3:2])[CH2:4][CH2:5][CH2:6][O:7][C:8]1[CH:9]=[CH:10][C:11]([NH2:14])=[CH:12][CH:13]=1)[CH3:18]. The catalyst class is: 171. (5) Reactant: [Na+:1].[Na+:1].[OH:3][C:4]1[CH:9]=[CH:8][C:7]([S:10]([O-:13])(=[O:12])=[O:11])=[CH:6][CH:5]=1.[OH:3][C:4]1[CH:9]=[CH:8][C:7]([S:10]([O-:13])(=[O:11])=[O:12])=[CH:6][CH:5]=1.Cl[CH2:26][C:27]1[N:28]=[C:29]([C:33]2[CH:38]=[CH:37][C:36]([C:39]([F:42])([F:41])[F:40])=[CH:35][CH:34]=2)[O:30][C:31]=1[CH3:32]. Product: [Na+:1].[CH3:32][C:31]1[O:30][C:29]([C:33]2[CH:34]=[CH:35][C:36]([C:39]([F:42])([F:40])[F:41])=[CH:37][CH:38]=2)=[N:28][C:27]=1[CH2:26][O:3][C:4]1[CH:9]=[CH:8][C:7]([S:10]([O-:13])(=[O:11])=[O:12])=[CH:6][CH:5]=1. The catalyst class is: 3. (6) Reactant: [Cl:1][CH2:2][CH2:3][O:4][C:5]1[CH:13]=[CH:12][CH:11]=[C:10]2[C:6]=1[CH:7]=[CH:8][NH:9]2.[H-].[Na+].[C:16]1([S:22](Cl)(=[O:24])=[O:23])[CH:21]=[CH:20][CH:19]=[CH:18][CH:17]=1.C([O-])(O)=O.[Na+]. Product: [Cl:1][CH2:2][CH2:3][O:4][C:5]1[CH:13]=[CH:12][CH:11]=[C:10]2[C:6]=1[CH:7]=[CH:8][N:9]2[S:22]([C:16]1[CH:21]=[CH:20][CH:19]=[CH:18][CH:17]=1)(=[O:24])=[O:23]. The catalyst class is: 765. (7) Reactant: [CH3:1][O:2][CH2:3][CH2:4][NH:5][CH3:6].[H-].[Na+].F[C:10]1[CH:15]=[CH:14][C:13]([I:16])=[CH:12][C:11]=1[N+:17]([O-:19])=[O:18]. Product: [I:16][C:13]1[CH:14]=[CH:15][C:10]([N:5]([CH2:4][CH2:3][O:2][CH3:1])[CH3:6])=[C:11]([N+:17]([O-:19])=[O:18])[CH:12]=1. The catalyst class is: 3.